Task: Regression. Given a peptide amino acid sequence and an MHC pseudo amino acid sequence, predict their binding affinity value. This is MHC class I binding data.. Dataset: Peptide-MHC class I binding affinity with 185,985 pairs from IEDB/IMGT The peptide sequence is YIYGIPLSL. The MHC is HLA-A02:01 with pseudo-sequence HLA-A02:01. The binding affinity (normalized) is 0.724.